Dataset: Forward reaction prediction with 1.9M reactions from USPTO patents (1976-2016). Task: Predict the product of the given reaction. (1) Given the reactants [CH3:1][O:2][C:3](=[O:17])[C@@H:4]([O:14][CH2:15][CH3:16])[CH2:5][C:6]1[CH:11]=[CH:10][C:9]([OH:12])=[CH:8][C:7]=1[F:13].Cl[CH2:19][C:20]1[N:21]=[C:22]([C:26]2[CH:31]=[CH:30][CH:29]=[CH:28][CH:27]=2)[O:23][C:24]=1[CH3:25].C(=O)([O-])[O-].[Cs+].[Cs+].[I-].[K+], predict the reaction product. The product is: [CH3:1][O:2][C:3](=[O:17])[C@@H:4]([O:14][CH2:15][CH3:16])[CH2:5][C:6]1[CH:11]=[CH:10][C:9]([O:12][CH2:19][C:20]2[N:21]=[C:22]([C:26]3[CH:31]=[CH:30][CH:29]=[CH:28][CH:27]=3)[O:23][C:24]=2[CH3:25])=[CH:8][C:7]=1[F:13]. (2) Given the reactants [N:1]1[C:10]2[NH:9][C:8]3[CH:11]=[C:12]([C:15]([OH:17])=O)[CH:13]=[CH:14][C:7]=3[S:6][C:5]=2[N:4]=[CH:3][CH:2]=1.C(N(CC)CC)C.P(Cl)(OCC)(OCC)=O.[NH:34]1[CH2:39][CH2:38][CH:37]([CH2:40][CH2:41][CH:42]([CH3:48])[C:43]([O:45][CH2:46][CH3:47])=[O:44])[CH2:36][CH2:35]1, predict the reaction product. The product is: [N:1]1[C:10]2[NH:9][C:8]3[CH:11]=[C:12]([C:15]([N:34]4[CH2:39][CH2:38][CH:37]([CH2:40][CH2:41][CH:42]([CH3:48])[C:43]([O:45][CH2:46][CH3:47])=[O:44])[CH2:36][CH2:35]4)=[O:17])[CH:13]=[CH:14][C:7]=3[S:6][C:5]=2[N:4]=[CH:3][CH:2]=1. (3) Given the reactants [Br:1][C:2]1[CH:3]=[N+:4]([O-:8])[CH:5]=[CH:6][CH:7]=1.[N+:9]([O-])([OH:11])=[O:10], predict the reaction product. The product is: [Br:1][C:2]1[CH:3]=[N+:4]([O-:8])[CH:5]=[CH:6][C:7]=1[N+:9]([O-:11])=[O:10]. (4) Given the reactants [CH3:1][O:2][C:3](=[O:48])[NH:4][C@H:5]([C:19](=[O:47])[NH:20][CH2:21][CH2:22][CH2:23][CH2:24][C@H:25]([N:32]([S:37]([C:40]1[CH:45]=[CH:44][C:43]([NH2:46])=[CH:42][CH:41]=1)(=[O:39])=[O:38])[CH2:33][CH:34]([CH3:36])[CH3:35])[CH2:26][O:27][P:28]([OH:31])([OH:30])=[O:29])[CH:6]([C:13]1[CH:18]=[CH:17][CH:16]=[CH:15][CH:14]=1)[C:7]1[CH:12]=[CH:11][CH:10]=[CH:9][CH:8]=1.[B-](F)(F)(F)F.[B-](F)(F)(F)[F:55].[CH2:59]1[N+]2(CCl)CC[N+](F)(CC2)[CH2:60]1.[CH3:70][C:71]#N, predict the reaction product. The product is: [CH3:1][O:2][C:3](=[O:48])[NH:4][C@H:5]([C:19](=[O:47])[NH:20][CH2:21][CH2:22][CH2:23][CH2:24][C@H:25]([N:32]([S:37]([C:40]1[CH:41]=[CH:42][C:43]([NH2:46])=[C:44]([F:55])[CH:45]=1)(=[O:38])=[O:39])[CH2:33][CH:34]([CH3:36])[CH3:35])[CH2:26][O:27][P:28]([O:31][CH2:70][CH3:71])([O:30][CH2:59][CH3:60])=[O:29])[CH:6]([C:13]1[CH:18]=[CH:17][CH:16]=[CH:15][CH:14]=1)[C:7]1[CH:8]=[CH:9][CH:10]=[CH:11][CH:12]=1. (5) Given the reactants [CH2:1]([O:3][C:4](=[O:13])[CH2:5][C:6]1[CH:7]=[N+:8]([O-:12])[CH:9]=[CH:10][CH:11]=1)[CH3:2].[I:14][CH2:15][CH3:16].CO, predict the reaction product. The product is: [CH2:15]([I:14])[CH3:16].[CH2:1]([O:3][C:4](=[O:13])[CH2:5][C:6]1[CH:7]=[N+:8]([O-:12])[CH:9]=[CH:10][CH:11]=1)[CH3:2]. (6) Given the reactants C([NH:5][C:6]([NH:8][C@H:9]([CH2:12][C:13]1[CH:17]=[CH:16][S:15][CH:14]=1)[CH2:10]O)=[S:7])(C)(C)C.C(O)C.C(OCC)C.[ClH:26], predict the reaction product. The product is: [ClH:26].[S:15]1[CH:16]=[CH:17][C:13]([CH2:12][C@@H:9]2[CH2:10][S:7][C:6]([NH2:5])=[N:8]2)=[CH:14]1. (7) Given the reactants [C:1]1([C:7]2[N:16]=[C:10]3[CH:11]=[C:12]([NH2:15])[CH:13]=[CH:14][N:9]3[N:8]=2)[CH:6]=[CH:5][CH:4]=[CH:3][CH:2]=1.[CH3:17][O:18][C:19]([C:21]1[CH:22]=[N:23][N:24]([CH3:29])[C:25]=1[C:26](O)=[O:27])=[O:20].CCCP(=O)=O.C(N(C(C)C)CC)(C)C, predict the reaction product. The product is: [CH3:29][N:24]1[C:25]([C:26](=[O:27])[NH:15][C:12]2[CH:13]=[CH:14][N:9]3[N:8]=[C:7]([C:1]4[CH:2]=[CH:3][CH:4]=[CH:5][CH:6]=4)[N:16]=[C:10]3[CH:11]=2)=[C:21]([C:19]([O:18][CH3:17])=[O:20])[CH:22]=[N:23]1.